This data is from Retrosynthesis with 50K atom-mapped reactions and 10 reaction types from USPTO. The task is: Predict the reactants needed to synthesize the given product. (1) Given the product CCN(CC)CCCNc1ncc2cc(-c3c(Cl)cccc3Cl)c(NC(=O)NC(C)C)nc2n1, predict the reactants needed to synthesize it. The reactants are: CC(C)N=C=O.CCN(CC)CCCNc1ncc2cc(-c3c(Cl)cccc3Cl)c(N)nc2n1. (2) Given the product NC(=O)[C@@H]1CCCc2cc(Sc3ccccc3)cc(F)c21, predict the reactants needed to synthesize it. The reactants are: NC(=O)C1=CCCc2cc(Sc3ccccc3)cc(F)c21. (3) The reactants are: Cc1cc(C2=NOC(c3cc(Cl)cc(Cl)c3)(C(F)(F)F)C2)ccc1F.SCc1ccccc1. Given the product Cc1cc(C2=NOC(c3cc(Cl)cc(Cl)c3)(C(F)(F)F)C2)ccc1SCc1ccccc1, predict the reactants needed to synthesize it.